From a dataset of Ames mutagenicity test results for genotoxicity prediction. Regression/Classification. Given a drug SMILES string, predict its toxicity properties. Task type varies by dataset: regression for continuous values (e.g., LD50, hERG inhibition percentage) or binary classification for toxic/non-toxic outcomes (e.g., AMES mutagenicity, cardiotoxicity, hepatotoxicity). Dataset: ames. (1) The drug is COc1cc2c(cc1O)CCN[C@]21CSC2c3c(OC(C)=O)c(C)c4c(c3[C@H](COC1=O)N1[C@@H](O)[C@@H]3Cc5cc(C)c(OC)c(O)c5[C@H]([C@H]21)N3C)OCO4. The result is 1 (mutagenic). (2) The molecule is CC(=O)C(=O)c1ccccc1. The result is 0 (non-mutagenic). (3) The drug is Cc1ncc(CNC(=O)N(CCCl)N=O)c(N)n1. The result is 1 (mutagenic). (4) The compound is Cc1ccccc1NC(=O)c1csc([N+](=O)[O-])c1. The result is 1 (mutagenic). (5) The molecule is CCOc1ccc(N)cc1. The result is 1 (mutagenic). (6) The compound is [N-]=[N+]=Nc1ccc2c(Nc3ccc(NS(=O)(=O)CCCN)cc3)c3cc(N=[N+]=[N-])ccc3nc2c1. The result is 1 (mutagenic).